This data is from Forward reaction prediction with 1.9M reactions from USPTO patents (1976-2016). The task is: Predict the product of the given reaction. (1) Given the reactants CN(C)[C:3](=[O:5])[CH3:4].[CH3:7][C:8]([CH3:13])([CH3:12])[CH2:9][CH:10]=[CH2:11].N1C(C)=CC(C)=CC=1C, predict the reaction product. The product is: [CH3:7][C:8]([CH3:13])([CH3:12])[CH2:9][CH:10]1[CH2:11][C:3](=[O:5])[CH2:4]1. (2) Given the reactants [H-].[Al+3].[Li+].[H-].[H-].[H-].[O:7]1[CH2:12][C:11](=O)[NH:10][C:9]2[N:14]=[CH:15][CH:16]=[CH:17][C:8]1=2.O.[OH-].[Na+], predict the reaction product. The product is: [O:7]1[CH2:12][CH2:11][NH:10][C:9]2[N:14]=[CH:15][CH:16]=[CH:17][C:8]1=2. (3) The product is: [Cl:19][C:17]1[CH:16]=[CH:15][C:14]2[N:8]([CH2:7][C:6]([CH3:48])([CH3:49])[CH2:5][OH:4])[C:9](=[O:47])[C@H:10]([CH2:30][C:31]([NH:33][C:34]3[CH:35]=[CH:36][CH:40]=[CH:41][C:39]=3[CH2:38][CH2:37][C:52]([OH:54])=[O:50])=[O:32])[O:11][C@@H:12]([C:20]3[CH:25]=[CH:24][CH:23]=[C:22]([O:26][CH3:27])[C:21]=3[O:28][CH3:29])[C:13]=2[CH:18]=1. Given the reactants C([O:4][CH2:5][C:6]([CH3:49])([CH3:48])[CH2:7][N:8]1[C:14]2[CH:15]=[CH:16][C:17]([Cl:19])=[CH:18][C:13]=2[C@H:12]([C:20]2[CH:25]=[CH:24][CH:23]=[C:22]([O:26][CH3:27])[C:21]=2[O:28][CH3:29])[O:11][C@@H:10]([CH2:30][C:31]([NH:33][C:34]2[CH:35]=[C:36]([CH2:40][CH2:41]C(OCC)=O)[CH:37]=[CH:38][CH:39]=2)=[O:32])[C:9]1=[O:47])(=O)C.[OH-:50].[Na+].[CH2:52]([OH:54])C, predict the reaction product.